This data is from Reaction yield outcomes from USPTO patents with 853,638 reactions. The task is: Predict the reaction yield, written as a fraction of the theoretical maximum amount of product (1.0 means a 100% yield; for example, 0.34 means a 34% yield). (1) The reactants are [N-:1]=[N+:2]=[N-:3].[Na+].Br[CH2:6]/[CH:7]=[CH:8]/[C:9]([O:11][CH3:12])=[O:10]. The catalyst is CN(C=O)C. The product is [N:1]([CH2:6]/[CH:7]=[CH:8]/[C:9]([O:11][CH3:12])=[O:10])=[N+:2]=[N-:3]. The yield is 0.800. (2) The reactants are C([O:8][C:9](=[O:28])[CH2:10][O:11][C:12]1[CH:17]=[CH:16][C:15]([CH2:18][C@H:19]([O:25][CH2:26][CH3:27])[C:20]([O:22][CH2:23][CH3:24])=[O:21])=[CH:14][CH:13]=1)C1C=CC=CC=1. The catalyst is [Pd].C1COCC1. The product is [CH2:26]([O:25][C@H:19]([C:20]([O:22][CH2:23][CH3:24])=[O:21])[CH2:18][C:15]1[CH:16]=[CH:17][C:12]([O:11][CH2:10][C:9]([OH:28])=[O:8])=[CH:13][CH:14]=1)[CH3:27]. The yield is 0.970. (3) The reactants are Cl.[Cl:2][C:3]1[CH:8]=[CH:7][C:6]([C:9]2[CH:14]=[CH:13][CH:12]=[CH:11][C:10]=2[C@H:15]([C:31]#[N:32])[CH:16]2[CH2:21][CH2:20][N:19]([C:22]3[CH:30]=[CH:29][C:25]([C:26](O)=[O:27])=[CH:24][CH:23]=3)[CH2:18][CH2:17]2)=[CH:5][CH:4]=1.[O:33]1[CH2:38][CH2:37][N:36]([CH2:39][CH2:40][C@@H:41]([NH:50][C:51]2[CH:56]=[CH:55][C:54]([S:57]([NH2:60])(=[O:59])=[O:58])=[CH:53][C:52]=2[S:61]([C:64]([F:67])([F:66])[F:65])(=[O:63])=[O:62])[CH2:42][S:43][C:44]2[CH:49]=[CH:48][CH:47]=[CH:46][CH:45]=2)[CH2:35][CH2:34]1. No catalyst specified. The product is [Cl:2][C:3]1[CH:4]=[CH:5][C:6]([C:9]2[CH:14]=[CH:13][CH:12]=[CH:11][C:10]=2[C@H:15]([C:31]#[N:32])[CH:16]2[CH2:21][CH2:20][N:19]([C:22]3[CH:23]=[CH:24][C:25]([C:26]([NH:60][S:57]([C:54]4[CH:55]=[CH:56][C:51]([NH:50][C@H:41]([CH2:40][CH2:39][N:36]5[CH2:37][CH2:38][O:33][CH2:34][CH2:35]5)[CH2:42][S:43][C:44]5[CH:45]=[CH:46][CH:47]=[CH:48][CH:49]=5)=[C:52]([S:61]([C:64]([F:67])([F:65])[F:66])(=[O:63])=[O:62])[CH:53]=4)(=[O:58])=[O:59])=[O:27])=[CH:29][CH:30]=3)[CH2:18][CH2:17]2)=[CH:7][CH:8]=1. The yield is 0.200. (4) The reactants are Cl.Cl.[Cl:3][C:4]1[CH:5]=[N:6][C:7]2[NH:8][C:9]3[CH:10]=[CH:11][CH:12]=[C:13]([CH:26]=3)[CH2:14][CH2:15][C:16]3[CH:24]=[C:20]([NH:21][C:22]=1[N:23]=2)[CH:19]=[CH:18][C:17]=3[NH2:25].[F:27][C:28]([F:33])([F:32])[C:29]([OH:31])=[O:30].[CH3:34][C:35]1[O:39][N:38]=[C:37]([N:40]2[CH2:45][CH2:44][CH:43]([CH2:46][C:47](O)=[O:48])[CH2:42][CH2:41]2)[CH:36]=1. No catalyst specified. The product is [F:27][C:28]([F:33])([F:32])[C:29]([OH:31])=[O:30].[Cl:3][C:4]1[CH:5]=[N:6][C:7]2[NH:8][C:9]3[CH:10]=[CH:11][CH:12]=[C:13]([CH:26]=3)[CH2:14][CH2:15][C:16]3[CH:24]=[C:20]([NH:21][C:22]=1[N:23]=2)[CH:19]=[CH:18][C:17]=3[NH:25][C:47](=[O:48])[CH2:46][CH:43]1[CH2:42][CH2:41][N:40]([C:37]2[CH:36]=[C:35]([CH3:34])[O:39][N:38]=2)[CH2:45][CH2:44]1. The yield is 0.0800. (5) The reactants are [Br:1][C:2]1[CH:3]=[C:4]2[C:9](=[CH:10][CH:11]=1)[N:8]=[C:7]([NH2:12])[N:6]=[CH:5]2.N[CH2:14][CH2:15][N:16]1[CH2:21][CH2:20][O:19][CH2:18][CH2:17]1.C1(C)C=CC(S(O)(=O)=O)=CC=1. No catalyst specified. The product is [Br:1][C:2]1[CH:3]=[C:4]2[C:9](=[CH:10][CH:11]=1)[N:8]=[C:7]([NH:12][CH2:14][CH2:15][N:16]1[CH2:21][CH2:20][O:19][CH2:18][CH2:17]1)[N:6]=[CH:5]2. The yield is 0.430.